This data is from Catalyst prediction with 721,799 reactions and 888 catalyst types from USPTO. The task is: Predict which catalyst facilitates the given reaction. (1) Reactant: Cl[CH2:2][CH2:3][N:4]1[CH2:8][CH2:7][CH2:6][S:5]1(=[O:10])=[O:9].[Br:11][C:12]1[CH:13]=[C:14]([OH:18])[CH:15]=[N:16][CH:17]=1.C([O-])([O-])=O.[K+].[K+].C([O-])(O)=O.[Na+]. Product: [Br:11][C:12]1[CH:17]=[N:16][CH:15]=[C:14]([O:18][CH2:2][CH2:3][N:4]2[CH2:8][CH2:7][CH2:6][S:5]2(=[O:10])=[O:9])[CH:13]=1. The catalyst class is: 31. (2) Reactant: [CH2:1]([O:3][C:4]([N:6]1[CH:11]2[CH2:12][CH2:13][CH:7]1[CH2:8][CH:9]([N:14]1[CH2:19][CH2:18][C:17]3([C:28]4[C:23](=[CH:24][CH:25]=[CH:26][CH:27]=4)[CH2:22][N:21](C(OC(C)(C)C)=O)[CH2:20]3)[CH2:16][CH2:15]1)[CH2:10]2)=[O:5])[CH3:2].FC(F)(F)C(O)=O. Product: [N:14]1([CH:9]2[CH2:10][CH:11]3[N:6]([C:4]([O:3][CH2:1][CH3:2])=[O:5])[CH:7]([CH2:13][CH2:12]3)[CH2:8]2)[CH2:19][CH2:18][C:17]2([C:28]3[C:23](=[CH:24][CH:25]=[CH:26][CH:27]=3)[CH2:22][NH:21][CH2:20]2)[CH2:16][CH2:15]1. The catalyst class is: 545. (3) Reactant: [C:1]([C:4]1[CH:8]=[C:7]([CH2:9][OH:10])[O:6][N:5]=1)(=[O:3])[NH2:2].N1C=CC=CC=1.Cl[C:18]([O:20][C:21]1[CH:26]=[CH:25][C:24]([N+:27]([O-:29])=[O:28])=[CH:23][CH:22]=1)=[O:19]. Product: [C:18](=[O:19])([O:20][C:21]1[CH:22]=[CH:23][C:24]([N+:27]([O-:29])=[O:28])=[CH:25][CH:26]=1)[O:10][CH2:9][C:7]1[O:6][N:5]=[C:4]([C:1](=[O:3])[NH2:2])[CH:8]=1. The catalyst class is: 4. (4) Reactant: [F:1][C:2]1[CH:3]=[C:4]([CH:6]=[CH:7][C:8]=1[N:9]1[CH:13]=[CH:12][CH:11]=[CH:10]1)[NH2:5].C[Al](C)C.[NH:18](/[C:22](/[CH3:28])=[CH:23]\[C:24](OC)=[O:25])[C:19]([CH3:21])=O. Product: [F:1][C:2]1[CH:3]=[C:4]([N:5]2[C:24](=[O:25])[CH:23]=[C:22]([CH3:28])[N:18]=[C:19]2[CH3:21])[CH:6]=[CH:7][C:8]=1[N:9]1[CH:13]=[CH:12][CH:11]=[CH:10]1. The catalyst class is: 2. (5) Reactant: [CH2:1]([O:5][C:6]1[CH:13]=[CH:12][C:9]([CH:10]=O)=[CH:8][CH:7]=1)[CH2:2][CH2:3][CH3:4].[CH3:14][C:15]([C:17]1[CH:22]=[C:21]([O:23][CH3:24])[C:20]([O:25][CH3:26])=[C:19]([O:27][CH3:28])[CH:18]=1)=[O:16].[OH-].[Na+]. Product: [CH2:1]([O:5][C:6]1[CH:13]=[CH:12][C:9](/[CH:10]=[CH:14]/[C:15]([C:17]2[CH:18]=[C:19]([O:27][CH3:28])[C:20]([O:25][CH3:26])=[C:21]([O:23][CH3:24])[CH:22]=2)=[O:16])=[CH:8][CH:7]=1)[CH2:2][CH2:3][CH3:4]. The catalyst class is: 5.